This data is from Forward reaction prediction with 1.9M reactions from USPTO patents (1976-2016). The task is: Predict the product of the given reaction. (1) Given the reactants [CH3:1]/[C:2](/[CH2:7][CH2:8]/[CH:9]=[C:10](\[CH3:17])/[CH2:11][CH2:12][CH:13]=[C:14]([CH3:16])[CH3:15])=[CH:3]\[CH2:4][CH:5]=[CH2:6].[C:18]([O:22][CH3:23])(=[O:21])C=C.OCP(CO)CO.C(O)(C)C, predict the reaction product. The product is: [CH3:1]/[C:2](/[CH2:7][CH2:8]/[CH:9]=[C:10](\[CH3:17])/[CH2:11][CH2:12][CH:13]=[C:14]([CH3:16])[CH3:15])=[CH:3]\[CH2:4]/[CH:5]=[CH:6]/[C:18]([O:22][CH3:23])=[O:21]. (2) Given the reactants B(Br)(Br)Br.[Cl:5][C:6]1[CH:11]=[CH:10][C:9]([C:12]2[C:21]3[CH2:20][CH2:19][NH:18][CH2:17][CH2:16][C:15]=3[N:14]([CH2:22][C:23]3[CH:28]=[CH:27][C:26]([O:29]C)=[C:25]([F:31])[CH:24]=3)[N:13]=2)=[CH:8][CH:7]=1, predict the reaction product. The product is: [Cl:5][C:6]1[CH:11]=[CH:10][C:9]([C:12]2[C:21]3[CH2:20][CH2:19][NH:18][CH2:17][CH2:16][C:15]=3[N:14]([CH2:22][C:23]3[CH:28]=[CH:27][C:26]([OH:29])=[C:25]([F:31])[CH:24]=3)[N:13]=2)=[CH:8][CH:7]=1.